From a dataset of Full USPTO retrosynthesis dataset with 1.9M reactions from patents (1976-2016). Predict the reactants needed to synthesize the given product. Given the product [N+:8]([C:11]1[CH:12]=[CH:13][C:14]([O:17][CH:18]2[CH2:23][CH2:22][NH:21][CH2:20][CH2:19]2)=[N:15][CH:16]=1)([O-:10])=[O:9], predict the reactants needed to synthesize it. The reactants are: FC(F)(F)C(O)=O.[N+:8]([C:11]1[CH:12]=[CH:13][C:14]([O:17][CH:18]2[CH2:23][CH2:22][N:21](C(OC(C)(C)C)=O)[CH2:20][CH2:19]2)=[N:15][CH:16]=1)([O-:10])=[O:9].